The task is: Predict the product of the given reaction.. This data is from Forward reaction prediction with 1.9M reactions from USPTO patents (1976-2016). (1) Given the reactants N1C2C=CC=CC=2N=C1C1[CH2:15][CH2:14][N:13]([CH2:16][CH2:17][CH:18]2[O:22][C:21](=[O:23])[C:20]([CH2:26][CH3:27])([CH2:24][CH3:25])[CH2:19]2)[CH2:12][CH2:11]1.[NH:28]1[CH2:33][CH2:32]NCC1.N1(C2C=CC=CC=2C#N)CCNCC1.CC1C=CC(S(O[CH2:59][CH2:60][CH:61]2[CH2:65][C:64]3([CH2:69]CC[CH2:66]3)[C:63](=O)O2)(=O)=O)=CC=1.CC1C=CC(S(OCCC2CC(CC)(CC)C(=O)O2)(=O)=O)=CC=1, predict the reaction product. The product is: [C:64]([C:65]1[CH:61]=[CH:60][CH:59]=[CH:32][C:33]=1[N:28]1[CH2:11][CH2:12][N:13]([CH2:16][CH2:17][CH:18]2[CH2:19][C:20]3([CH2:24][CH2:25][CH2:27][CH2:26]3)[C:21](=[O:23])[O:22]2)[CH2:14][CH2:15]1)([CH3:69])([CH3:66])[CH3:63]. (2) Given the reactants Cl[C:2]1[C:3]2[NH:10][CH:9]=[CH:8][C:4]=2[N:5]=[CH:6][N:7]=1.[NH2:11][C:12]1[CH:13]=[CH:14][C:15]([O:20][CH2:21][C:22]2[CH:27]=[CH:26][CH:25]=[CH:24][CH:23]=2)=[C:16]([CH2:18][OH:19])[CH:17]=1, predict the reaction product. The product is: [CH2:21]([O:20][C:15]1[CH:14]=[CH:13][C:12]([NH:11][C:2]2[C:3]3[NH:10][CH:9]=[CH:8][C:4]=3[N:5]=[CH:6][N:7]=2)=[CH:17][C:16]=1[CH2:18][OH:19])[C:22]1[CH:23]=[CH:24][CH:25]=[CH:26][CH:27]=1. (3) Given the reactants Cl[C:2]1[N:7]=[C:6]([C:8]#[N:9])[CH:5]=[CH:4][N:3]=1.[Cl:10][C:11]1[CH:16]=[CH:15][C:14]([C@H:17]([NH2:20])[CH2:18][CH3:19])=[C:13]([F:21])[C:12]=1[O:22][C:23]1[CH:28]=[CH:27][CH:26]=[CH:25][CH:24]=1.C(=O)([O-])[O-].[K+].[K+].CN(C)C=O, predict the reaction product. The product is: [Cl:10][C:11]1[CH:16]=[CH:15][C:14]([C@H:17]([NH:20][C:2]2[N:7]=[C:6]([C:8]#[N:9])[CH:5]=[CH:4][N:3]=2)[CH2:18][CH3:19])=[C:13]([F:21])[C:12]=1[O:22][C:23]1[CH:24]=[CH:25][CH:26]=[CH:27][CH:28]=1. (4) Given the reactants [CH3:1][N:2]1[C:6]([C:7](=[O:24])[NH:8][C:9]2[CH:14]=[CH:13][N:12]3[N:15]=[C:16]([N:18]4[CH2:23][CH2:22][O:21][CH2:20][CH2:19]4)[N:17]=[C:11]3[CH:10]=2)=[C:5]([C:25](O)=[O:26])[CH:4]=[N:3]1.Cl.[F:29][CH:30]1[CH2:33][NH:32][CH2:31]1.C(N(C(C)C)C(C)C)C.CCCP1(OP(CCC)(=O)OP(CCC)(=O)O1)=O, predict the reaction product. The product is: [N:18]1([C:16]2[N:17]=[C:11]3[CH:10]=[C:9]([NH:8][C:7]([C:6]4[N:2]([CH3:1])[N:3]=[CH:4][C:5]=4[C:25]([N:32]4[CH2:33][CH:30]([F:29])[CH2:31]4)=[O:26])=[O:24])[CH:14]=[CH:13][N:12]3[N:15]=2)[CH2:23][CH2:22][O:21][CH2:20][CH2:19]1. (5) The product is: [C:19]([C:2]1[CH:3]=[C:4]([CH:9]([NH:11][C:12](=[O:18])[O:13][C:14]([CH3:17])([CH3:16])[CH3:15])[CH3:10])[CH:5]=[C:6]([Cl:8])[CH:7]=1)#[N:20]. Given the reactants Br[C:2]1[CH:3]=[C:4]([CH:9]([NH:11][C:12](=[O:18])[O:13][C:14]([CH3:17])([CH3:16])[CH3:15])[CH3:10])[CH:5]=[C:6]([Cl:8])[CH:7]=1.[CH3:19][N:20](C)C(=O)C, predict the reaction product. (6) Given the reactants ClC(OC(Cl)C)=O.[CH3:8][O:9][C:10]1[C:28]([O:29][CH3:30])=[CH:27][CH:26]=[C:25]2[C:11]=1[C:12](=[O:31])[O:13][C:14]12[C:23]2[C:18](=[CH:19][CH:20]=[CH:21][CH:22]=2)[CH2:17][N:16](C)[CH2:15]1, predict the reaction product. The product is: [CH3:8][O:9][C:10]1[C:28]([O:29][CH3:30])=[CH:27][CH:26]=[C:25]2[C:11]=1[C:12](=[O:31])[O:13][C:14]12[C:23]2[C:18](=[CH:19][CH:20]=[CH:21][CH:22]=2)[CH2:17][NH:16][CH2:15]1. (7) The product is: [C:1]([C:3]1[CH:4]=[CH:5][C:6]([C:9]2[N:13]([C:14]3[CH:15]=[N:16][C:17]([O:20][CH3:21])=[CH:18][CH:19]=3)[N:12]=[C:11]([C:22]([OH:24])=[O:23])[CH:10]=2)=[N:7][CH:8]=1)#[N:2]. Given the reactants [C:1]([C:3]1[CH:4]=[CH:5][C:6]([C:9]2[N:13]([C:14]3[CH:15]=[N:16][C:17]([O:20][CH3:21])=[CH:18][CH:19]=3)[N:12]=[C:11]([C:22]([O:24]CC)=[O:23])[CH:10]=2)=[N:7][CH:8]=1)#[N:2].O.[OH-].[Li+], predict the reaction product.